This data is from Forward reaction prediction with 1.9M reactions from USPTO patents (1976-2016). The task is: Predict the product of the given reaction. Given the reactants [CH3:1][C:2]([O:4][C:5]([CH3:7])=[O:6])=O.[Cl:8][C:9]1[CH:14]=[CH:13][C:12]([C@@H:15]2[C@@H:20]([OH:21])[C@H](CO)[C@@H:18]([OH:24])[C@H:17]([OH:25])[C@H:16]2[OH:26])=[CH:11][C:10]=1[CH2:27][C:28]1[CH:33]=[CH:32][C:31]([CH2:34][CH3:35])=[CH:30][CH:29]=1.N1C=CC=CC=1, predict the reaction product. The product is: [C:5]([O:4][CH2:2][C@@H:1]1[C@@H:18]([OH:24])[C@H:17]([OH:25])[C@@H:16]([OH:26])[C@H:15]([C:12]2[CH:13]=[CH:14][C:9]([Cl:8])=[C:10]([CH2:27][C:28]3[CH:29]=[CH:30][C:31]([CH2:34][CH3:35])=[CH:32][CH:33]=3)[CH:11]=2)[C@H:20]1[OH:21])(=[O:6])[CH3:7].